Dataset: Forward reaction prediction with 1.9M reactions from USPTO patents (1976-2016). Task: Predict the product of the given reaction. (1) Given the reactants C[O:2][C:3]1[CH:34]=[CH:33][C:6]([C:7]([C:9]2[C:26]3[C:27]4[C:32]5[C:11](=[CH:12][CH:13]=[C:14]6[C:31]=5[C:30]5[C:17](=[CH:18][CH:19]=[C:20]7[C:29]=5[C:28]=4[C:23](=[CH:24][CH:25]=3)[CH:22]=[CH:21]7)[CH:16]=[CH:15]6)[CH:10]=2)=[O:8])=[CH:5][CH:4]=1.C(S)CCCCCCCCCCC.[OH-].[K+].Cl, predict the reaction product. The product is: [OH:2][C:3]1[CH:34]=[CH:33][C:6]([C:7]([C:9]2[C:26]3[C:27]4[C:32]5[C:11](=[CH:12][CH:13]=[C:14]6[C:31]=5[C:30]5[C:17](=[CH:18][CH:19]=[C:20]7[C:29]=5[C:28]=4[C:23](=[CH:24][CH:25]=3)[CH:22]=[CH:21]7)[CH:16]=[CH:15]6)[CH:10]=2)=[O:8])=[CH:5][CH:4]=1. (2) Given the reactants [C:1]([C:5]1[CH:32]=[CH:31][C:8]([CH2:9][N:10]([CH2:22][CH2:23][C:24]2[CH:29]=[CH:28][C:27]([F:30])=[CH:26][CH:25]=2)[C:11]([C:13]2[CH:14]=[CH:15][CH:16]=[C:17]3[C:21]=2[NH:20][CH:19]=[CH:18]3)=[O:12])=[C:7]([OH:33])[CH:6]=1)([CH3:4])([CH3:3])[CH3:2].CI.[C:36](=O)([O-])[O-].[K+].[K+], predict the reaction product. The product is: [C:1]([C:5]1[CH:32]=[CH:31][C:8]([CH2:9][N:10]([CH2:22][CH2:23][C:24]2[CH:25]=[CH:26][C:27]([F:30])=[CH:28][CH:29]=2)[C:11]([C:13]2[CH:14]=[CH:15][CH:16]=[C:17]3[C:21]=2[NH:20][CH:19]=[CH:18]3)=[O:12])=[C:7]([O:33][CH3:36])[CH:6]=1)([CH3:4])([CH3:2])[CH3:3]. (3) Given the reactants C(OC(=O)[NH:7][C:8]1[N:9]([CH3:24])[C:10](=[O:23])[CH2:11][C@@:12]2([C:21]3[C:16](=[CH:17][CH:18]=[C:19]([NH2:22])[CH:20]=3)[CH2:15][CH2:14]2)[N:13]=1)(C)(C)C.[F:26][C:27]([F:35])([F:34])[C:28]1([C:31](O)=[O:32])[CH2:30][CH2:29]1, predict the reaction product. The product is: [NH2:7][C:8]1[N:9]([CH3:24])[C:10](=[O:23])[CH2:11][C@@:12]2([C:21]3[C:16](=[CH:17][CH:18]=[C:19]([NH:22][C:31]([C:28]4([C:27]([F:35])([F:34])[F:26])[CH2:30][CH2:29]4)=[O:32])[CH:20]=3)[CH2:15][CH2:14]2)[N:13]=1. (4) Given the reactants CS[CH2:3][CH:4]([C:14]#[N:15])[CH2:5][O:6][CH2:7][CH:8]([C:12]#[N:13])CSC.S(Cl)([Cl:19])(=O)=O.[CH2:21]([Cl:23])Cl, predict the reaction product. The product is: [Cl:19][CH2:3][CH:4]([C:14]#[N:15])[CH2:5][O:6][CH2:7][CH:8]([C:12]#[N:13])[CH2:21][Cl:23]. (5) Given the reactants [CH2:1]([N:5]1[C:13]([N:14]2[CH2:19][CH2:18][NH:17][C@H:16]([CH3:20])[CH2:15]2)=[N:12][C:11]2[C:6]1=[N:7][C:8]([C:27]1[CH:28]=[N:29][C:30]([NH2:33])=[N:31][CH:32]=1)=[N:9][C:10]=2[N:21]1[CH2:26][CH2:25][O:24][CH2:23][CH2:22]1)[CH:2]([CH3:4])[CH3:3].C(N(CC)CC)C.[S:41](Cl)([CH3:44])(=[O:43])=[O:42], predict the reaction product. The product is: [CH2:1]([N:5]1[C:13]([N:14]2[CH2:19][CH2:18][N:17]([S:41]([CH3:44])(=[O:43])=[O:42])[C@H:16]([CH3:20])[CH2:15]2)=[N:12][C:11]2[C:6]1=[N:7][C:8]([C:27]1[CH:32]=[N:31][C:30]([NH2:33])=[N:29][CH:28]=1)=[N:9][C:10]=2[N:21]1[CH2:26][CH2:25][O:24][CH2:23][CH2:22]1)[CH:2]([CH3:4])[CH3:3]. (6) The product is: [ClH:1].[N+:2]([C:5]1[CH:6]=[CH:7][C:8]([CH2:11][CH2:12][N:13]2[CH2:22][CH2:14][CH2:15][NH:16][CH2:17][CH2:18]2)=[CH:9][CH:10]=1)([O-:4])=[O:3]. Given the reactants [ClH:1].[N+:2]([C:5]1[CH:10]=[CH:9][C:8]([CH2:11][CH2:12][N:13]2[CH2:18][CH2:17][NH:16][CH2:15][CH2:14]2)=[CH:7][CH:6]=1)([O-:4])=[O:3].[N+]([C:22]1C=CC(CCBr)=CC=1)([O-])=O.N1(C(OC(C)(C)C)=O)CCCNCC1, predict the reaction product. (7) Given the reactants I[C:2]1[CH:7]=[CH:6][N:5]=[CH:4][CH:3]=1.[Li]CCCC.[F:13][C:14]1[CH:19]=[CH:18][C:17]([C:20]2[CH:24]=[C:23]([C:25](=O)[CH3:26])[O:22][N:21]=2)=[CH:16][CH:15]=1, predict the reaction product. The product is: [F:13][C:14]1[CH:15]=[CH:16][C:17]([C:20]2[CH:24]=[C:23]([CH:25]([C:2]3[CH:7]=[CH:6][N:5]=[CH:4][CH:3]=3)[CH3:26])[O:22][N:21]=2)=[CH:18][CH:19]=1.